This data is from Forward reaction prediction with 1.9M reactions from USPTO patents (1976-2016). The task is: Predict the product of the given reaction. (1) Given the reactants [F:1][C:2]1[CH:7]=[CH:6][C:5]([C:8]2[O:12][N:11]=[C:10]([C:13]([OH:15])=O)[CH:9]=2)=[CH:4][CH:3]=1.CN(C(ON1N=NC2C=CC=NC1=2)=[N+](C)C)C.F[P-](F)(F)(F)(F)F.Cl.[NH2:41][CH2:42][CH2:43][CH2:44][CH2:45][C:46]([O:48][CH3:49])=[O:47].CCN(C(C)C)C(C)C, predict the reaction product. The product is: [F:1][C:2]1[CH:3]=[CH:4][C:5]([C:8]2[O:12][N:11]=[C:10]([C:13]([NH:41][CH2:42][CH2:43][CH2:44][CH2:45][C:46]([O:48][CH3:49])=[O:47])=[O:15])[CH:9]=2)=[CH:6][CH:7]=1. (2) Given the reactants [Cl:1][C:2]1[CH:7]=[C:6]([Cl:8])[C:5]([C:9](OCC)=[O:10])=[CH:4][N:3]=1.[H-].C([Al+]CC(C)C)C(C)C, predict the reaction product. The product is: [Cl:8][C:6]1[C:5]([CH:9]=[O:10])=[CH:4][N:3]=[C:2]([Cl:1])[CH:7]=1.